Dataset: Peptide-MHC class I binding affinity with 185,985 pairs from IEDB/IMGT. Task: Regression. Given a peptide amino acid sequence and an MHC pseudo amino acid sequence, predict their binding affinity value. This is MHC class I binding data. (1) The peptide sequence is YTFAISYCR. The MHC is HLA-A31:01 with pseudo-sequence HLA-A31:01. The binding affinity (normalized) is 1.00. (2) The peptide sequence is RQQNPIPVGNI. The MHC is Mamu-B03 with pseudo-sequence Mamu-B03. The binding affinity (normalized) is 0.560.